The task is: Predict the reaction yield, written as a fraction of the theoretical maximum amount of product (1.0 means a 100% yield; for example, 0.34 means a 34% yield).. This data is from Reaction yield outcomes from USPTO patents with 853,638 reactions. (1) The reactants are [NH:1]1[CH:5]=[CH:4][N:3]=[CH:2]1.[H-].[Na+].[C:8]([O:12][C:13]([NH:15][CH2:16][CH2:17]OS(C1C=CC(C)=CC=1)(=O)=O)=[O:14])([CH3:11])([CH3:10])[CH3:9]. The catalyst is CN(C=O)C. The product is [C:8]([O:12][C:13](=[O:14])[NH:15][CH2:16][CH2:17][N:1]1[CH:5]=[CH:4][N:3]=[CH:2]1)([CH3:11])([CH3:10])[CH3:9]. The yield is 0.290. (2) The reactants are [Cl:1][C:2]1[CH:7]=[CH:6][C:5]([S:8](Cl)(=[O:10])=[O:9])=[CH:4][CH:3]=1.[Br:12][C:13]1[C:22]2[O:21][CH2:20][CH2:19][NH:18][C:17]=2[CH:16]=[C:15]([CH3:23])[CH:14]=1.N1C=CC=CC=1.O. The catalyst is ClCCl. The product is [Br:12][C:13]1[C:22]2[O:21][CH2:20][CH2:19][N:18]([S:8]([C:5]3[CH:6]=[CH:7][C:2]([Cl:1])=[CH:3][CH:4]=3)(=[O:10])=[O:9])[C:17]=2[CH:16]=[C:15]([CH3:23])[CH:14]=1. The yield is 0.840. (3) The product is [CH3:3][N:4]1[C:5]2[CH:9]=[C:8]([C:10]3[CH:14]=[N:13][NH:12][CH:11]=3)[S:7][C:6]=2[C:15](=[O:16])[NH:17][C:23]21[CH2:27][CH2:26][CH2:25][CH2:24]2. The yield is 0.530. The catalyst is CN(C=O)C.CCOC(C)=O. The reactants are Cl.Cl.[CH3:3][NH:4][C:5]1[CH:9]=[C:8]([C:10]2[CH:11]=[N:12][NH:13][CH:14]=2)[S:7][C:6]=1[C:15]([NH2:17])=[O:16].C([O-])(O)=O.[Na+].[C:23]1(=O)[CH2:27][CH2:26][CH2:25][CH2:24]1.CC1C=CC(S(O)(=O)=O)=CC=1.[O-]S([O-])(=O)=O.[Mg+2]. (4) The reactants are [CH3:1][C:2]1[CH:3]=[CH:4][C:5]([N+:11]([O-:13])=[O:12])=[C:6]([CH:10]=1)[C:7]([OH:9])=[O:8].[CH3:14]O. The catalyst is S(=O)(=O)(O)O. The product is [CH3:14][O:8][C:7](=[O:9])[C:6]1[CH:10]=[C:2]([CH3:1])[CH:3]=[CH:4][C:5]=1[N+:11]([O-:13])=[O:12]. The yield is 0.790. (5) The reactants are [CH:1]1[CH:5]=[C:4]([CH:6]=O)[O:3][CH:2]=1.[C:8]([CH2:10][C:11]([O:13][CH2:14][CH3:15])=[O:12])#[N:9]. The catalyst is CCO. The product is [C:8]([C:10](=[CH:6][C:4]1[O:3][CH:2]=[CH:1][CH:5]=1)[C:11]([O:13][CH2:14][CH3:15])=[O:12])#[N:9]. The yield is 0.710. (6) The reactants are [F:1][C:2]1[CH:3]=[CH:4][C:5]2[N:6]([C:8]([N:11]3[CH2:16][CH2:15][CH:14]([C:17]([OH:20])([CH3:19])[CH3:18])[CH2:13][CH2:12]3)=[N:9][N:10]=2)[CH:7]=1.FC(F)(F)S(O[Si:27]([CH:34]([CH3:36])[CH3:35])([CH:31]([CH3:33])[CH3:32])[CH:28]([CH3:30])[CH3:29])(=O)=O.CCN(CC)CC.O. The catalyst is C(Cl)Cl.CO. The product is [F:1][C:2]1[CH:3]=[CH:4][C:5]2[N:6]([C:8]([N:11]3[CH2:12][CH2:13][CH:14]([C:17]([CH3:18])([O:20][Si:27]([CH:34]([CH3:36])[CH3:35])([CH:31]([CH3:33])[CH3:32])[CH:28]([CH3:30])[CH3:29])[CH3:19])[CH2:15][CH2:16]3)=[N:9][N:10]=2)[CH:7]=1. The yield is 0.790. (7) The reactants are [Cl:1][C:2]1[N:7]=[CH:6][C:5]([CH2:8][NH:9][CH2:10][CH3:11])=[CH:4][CH:3]=1.[N+:12]([CH:15]=[C:16](SC)[S:17][CH3:18])([O-:14])=[O:13]. The catalyst is C(O)C. The product is [Cl:1][C:2]1[N:7]=[CH:6][C:5]([CH2:8][N:9]([CH2:10][CH3:11])[C:16]([S:17][CH3:18])=[CH:15][N+:12]([O-:14])=[O:13])=[CH:4][CH:3]=1. The yield is 0.185. (8) The reactants are CO.[CH3:3][O:4][C:5](=[O:17])[C:6]1[CH:11]=[CH:10][C:9]([O:12][C:13](=[O:15])[CH3:14])=[CH:8][C:7]=1[OH:16].[CH:18]1C=CC(P(C2C=CC=CC=2)C2C=CC=CC=2)=CC=1.CCOC(/N=N/C(OCC)=O)=O. The catalyst is ClCCl. The product is [CH3:3][O:4][C:5](=[O:17])[C:6]1[CH:11]=[CH:10][C:9]([O:12][C:13](=[O:15])[CH3:14])=[CH:8][C:7]=1[O:16][CH3:18]. The yield is 1.00.